Dataset: Forward reaction prediction with 1.9M reactions from USPTO patents (1976-2016). Task: Predict the product of the given reaction. (1) Given the reactants [F:1][C:2]1[CH:12]=[CH:11][CH:10]=[C:9]([F:13])[C:3]=1[C:4]([N:6]=[C:7]=[O:8])=[O:5].[F:14][C:15]1[CH:22]=[C:21]([S:23][C:24]([F:33])([F:32])[CH:25]([F:31])[O:26][C:27]([F:30])([F:29])[F:28])[CH:20]=[CH:19][C:16]=1[NH:17][CH3:18], predict the reaction product. The product is: [F:1][C:2]1[CH:12]=[CH:11][CH:10]=[C:9]([F:13])[C:3]=1[C:4]([NH:6][C:7](=[O:8])[N:17]([C:16]1[CH:19]=[CH:20][C:21]([S:23][C:24]([F:33])([F:32])[CH:25]([F:31])[O:26][C:27]([F:28])([F:29])[F:30])=[CH:22][C:15]=1[F:14])[CH3:18])=[O:5]. (2) Given the reactants Br[C:2]1[S:6][C:5]([C@@:7]2([CH2:15][C:16]([O:18][C:19]([CH3:22])([CH3:21])[CH3:20])=[O:17])[CH2:12][CH2:11][CH2:10][CH2:9][S:8]2(=[O:14])=[O:13])=[CH:4][CH:3]=1.[C:23]1(B(O)O)[CH:28]=[CH:27][C:26]([B:29]([OH:31])[OH:30])=[CH:25][CH:24]=1.C(=O)([O-])[O-].[Na+].[Na+], predict the reaction product. The product is: [C:19]([O:18][C:16]([CH2:15][C@:7]1([C:5]2[S:6][C:2]([C:23]3[CH:28]=[CH:27][C:26]([B:29]([OH:31])[OH:30])=[CH:25][CH:24]=3)=[CH:3][CH:4]=2)[CH2:12][CH2:11][CH2:10][CH2:9][S:8]1(=[O:14])=[O:13])=[O:17])([CH3:22])([CH3:21])[CH3:20]. (3) Given the reactants C(Cl)(=O)C([Cl:4])=O.[C:7]1([C:13]([C:18]2[CH:23]=[CH:22][CH:21]=[CH:20][CH:19]=2)([CH3:17])[C:14](O)=[O:15])[CH:12]=[CH:11][CH:10]=[CH:9][CH:8]=1, predict the reaction product. The product is: [C:7]1([C:13]([C:18]2[CH:23]=[CH:22][CH:21]=[CH:20][CH:19]=2)([CH3:17])[C:14]([Cl:4])=[O:15])[CH:12]=[CH:11][CH:10]=[CH:9][CH:8]=1. (4) Given the reactants [NH2:1][C@H:2]([CH2:6][C:7]1[CH:12]=[CH:11][C:10]([CH2:13][CH3:14])=[C:9]([CH2:15][CH3:16])[CH:8]=1)[C:3]([OH:5])=[O:4].C([O-])([O-])=O.[Na+].[Na+].O.[C:24]([O:28][C:29](O[C:29]([O:28][C:24]([CH3:27])([CH3:26])[CH3:25])=[O:30])=[O:30])([CH3:27])([CH3:26])[CH3:25], predict the reaction product. The product is: [C:24]([O:28][C:29]([NH:1][C@H:2]([CH2:6][C:7]1[CH:12]=[CH:11][C:10]([CH2:13][CH3:14])=[C:9]([CH2:15][CH3:16])[CH:8]=1)[C:3]([OH:5])=[O:4])=[O:30])([CH3:27])([CH3:26])[CH3:25]. (5) Given the reactants I[C:2]1[C:10]2[C:5](=[N:6][CH:7]=[N:8][C:9]=2[NH2:11])[N:4]([CH:12]([C:14]2[CH:15]=[C:16]3[N:21]([C:22]=2[C:23]2[S:24][C:25]([CH2:28][N:29]4[CH2:34][CH2:33][O:32][CH2:31][CH2:30]4)=[CH:26][CH:27]=2)[CH:20]=[CH:19][CH:18]=[CH:17]3)[CH3:13])[N:3]=1.[F:35][C:36]1[CH:37]=[C:38](B(O)O)[CH:39]=[C:40]([OH:42])[CH:41]=1.CCO.C([O-])([O-])=O.[Na+].[Na+], predict the reaction product. The product is: [NH2:11][C:9]1[N:8]=[CH:7][N:6]=[C:5]2[N:4]([CH:12]([C:14]3[CH:15]=[C:16]4[N:21]([C:22]=3[C:23]3[S:24][C:25]([CH2:28][N:29]5[CH2:30][CH2:31][O:32][CH2:33][CH2:34]5)=[CH:26][CH:27]=3)[CH:20]=[CH:19][CH:18]=[CH:17]4)[CH3:13])[N:3]=[C:2]([C:38]3[CH:39]=[C:40]([OH:42])[CH:41]=[C:36]([F:35])[CH:37]=3)[C:10]=12. (6) Given the reactants [Br:1][C:2]1[CH:7]=[C:6](F)[C:5]([N+:9]([O-:11])=[O:10])=[CH:4][C:3]=1[Cl:12].[O:13]1[CH2:18][CH2:17][CH:16]([CH2:19][NH2:20])[CH2:15][CH2:14]1.C(=O)([O-])[O-].[K+].[K+], predict the reaction product. The product is: [Br:1][C:2]1[C:3]([Cl:12])=[CH:4][C:5]([N+:9]([O-:11])=[O:10])=[C:6]([CH:7]=1)[NH:20][CH2:19][CH:16]1[CH2:17][CH2:18][O:13][CH2:14][CH2:15]1. (7) Given the reactants C[O:2][C:3]1[CH:8]=[CH:7][C:6]([CH2:9][C:10](=[O:12])[CH3:11])=[CH:5][CH:4]=1.Br, predict the reaction product. The product is: [OH:2][C:3]1[CH:4]=[CH:5][C:6]([CH2:9][C:10](=[O:12])[CH3:11])=[CH:7][CH:8]=1.